Dataset: Catalyst prediction with 721,799 reactions and 888 catalyst types from USPTO. Task: Predict which catalyst facilitates the given reaction. (1) Reactant: [O:1]([CH2:8][C:9]([NH:11][C:12]1[NH:13][C:14](=[O:53])[C:15]2[N:16]=[CH:17][N:18]([C:51]=2[N:52]=1)[C@@H:19]1[O:50][C@H:24]([CH2:25][O:26][C:27]([C:44]2[CH:49]=[CH:48][CH:47]=[CH:46][CH:45]=2)([C:36]2[CH:41]=[CH:40][C:39]([O:42][CH3:43])=[CH:38][CH:37]=2)[C:28]2[CH:33]=[CH:32][C:31]([O:34][CH3:35])=[CH:30][CH:29]=2)[C@@H:22]([OH:23])[C@H:20]1[OH:21])=[O:10])[C:2]1[CH:7]=[CH:6][CH:5]=[CH:4][CH:3]=1.C(N(C(C)C)CC)(C)C.ClCC(C#N)[CH2:66][O:67][CH2:68][CH:69]([C:72]#[N:73])CCl.C(=O)(O)[O-].[Na+]. Product: [O:1]([CH2:8][C:9]([NH:11][C:12]1[NH:13][C:14](=[O:53])[C:15]2[N:16]=[CH:17][N:18]([C:51]=2[N:52]=1)[C@@H:19]1[O:50][C@H:24]([CH2:25][O:26][C:27]([C:44]2[CH:49]=[CH:48][CH:47]=[CH:46][CH:45]=2)([C:36]2[CH:41]=[CH:40][C:39]([O:42][CH3:43])=[CH:38][CH:37]=2)[C:28]2[CH:33]=[CH:32][C:31]([O:34][CH3:35])=[CH:30][CH:29]=2)[C@@H:22]([OH:23])[C@H:20]1[O:21][CH2:66][O:67][CH2:68][CH2:69][C:72]#[N:73])=[O:10])[C:2]1[CH:3]=[CH:4][CH:5]=[CH:6][CH:7]=1. The catalyst class is: 26. (2) Reactant: [CH:1]([O:4][C:5]([C@H:7]1[CH2:12][CH2:11][C@H:10]([C:13]2[CH:18]=[CH:17][C:16]([NH2:19])=[CH:15][CH:14]=2)[CH2:9][CH2:8]1)=[O:6])([CH3:3])[CH3:2].[N:20]([C:23]1[CH:28]=[C:27]([CH3:29])[CH:26]=[CH:25][C:24]=1[O:30][CH3:31])=[C:21]=[O:22].C(O)C(N)(CO)CO. Product: [CH:1]([O:4][C:5]([C@H:7]1[CH2:8][CH2:9][C@H:10]([C:13]2[CH:14]=[CH:15][C:16]([NH:19][C:21]([NH:20][C:23]3[CH:28]=[C:27]([CH3:29])[CH:26]=[CH:25][C:24]=3[O:30][CH3:31])=[O:22])=[CH:17][CH:18]=2)[CH2:11][CH2:12]1)=[O:6])([CH3:3])[CH3:2]. The catalyst class is: 76. (3) Reactant: [CH3:1][CH:2]1[CH2:7][C:6](=[O:8])[CH2:5][C:4](=[O:9])[CH2:3]1.C(=O)([O-])[O-].[Na+].[Na+].[F:16][C:17]([F:30])([F:29])[S:18](O[S:18]([C:17]([F:30])([F:29])[F:16])(=[O:20])=[O:19])(=[O:20])=[O:19]. Product: [F:16][C:17]([F:30])([F:29])[S:18]([O:8][C:6]1[CH2:7][CH:2]([CH3:1])[CH2:3][C:4](=[O:9])[CH:5]=1)(=[O:20])=[O:19]. The catalyst class is: 2. (4) Reactant: [CH2:1]=O.[NH2:3][CH2:4][C@@:5]([C:17]1[CH:22]=[CH:21][C:20]([F:23])=[CH:19][CH:18]=1)([OH:16])[CH2:6][CH2:7][O:8][Si:9]([C:12]([CH3:15])([CH3:14])[CH3:13])([CH3:11])[CH3:10].O. Product: [Si:9]([O:8][CH2:7][CH2:6][C@:5]1([C:17]2[CH:18]=[CH:19][C:20]([F:23])=[CH:21][CH:22]=2)[O:16][CH2:1][NH:3][CH2:4]1)([C:12]([CH3:15])([CH3:14])[CH3:13])([CH3:10])[CH3:11]. The catalyst class is: 48. (5) Reactant: Cl[C:2](Cl)(Cl)[CH:3]([OH:5])O.S([O-])([O-])(=O)=O.[Na+].[Na+].[Br:15][C:16]1[CH:17]=[CH:18][C:19]([CH3:23])=[C:20]([CH:22]=1)[NH2:21].Cl.Cl.N[OH:27]. Product: [Br:15][C:16]1[CH:17]=[CH:18][C:19]([CH3:23])=[C:20]2[C:22]=1[C:3](=[O:5])[C:2](=[O:27])[NH:21]2. The catalyst class is: 6.